This data is from Reaction yield outcomes from USPTO patents with 853,638 reactions. The task is: Predict the reaction yield, written as a fraction of the theoretical maximum amount of product (1.0 means a 100% yield; for example, 0.34 means a 34% yield). (1) The reactants are [CH2:1]([O:8][C:9]1[CH:14]=[CH:13][C:12]([C:15]2[NH:16][C:17]3[N:18]([N:28]=[C:29]([C:31]([NH2:33])=O)[CH:30]=3)[C:19](=[O:27])[C:20]=2[CH:21]2[CH2:26][CH2:25][CH2:24][CH2:23][CH2:22]2)=[CH:11][CH:10]=1)[C:2]1[CH:7]=[CH:6][CH:5]=[CH:4][CH:3]=1.C(N(CC)CC)C.FC(F)(F)C(OC(=O)C(F)(F)F)=O. The catalyst is ClCCl. The product is [CH2:1]([O:8][C:9]1[CH:10]=[CH:11][C:12]([C:15]2[NH:16][C:17]3[N:18]([N:28]=[C:29]([C:31]#[N:33])[CH:30]=3)[C:19](=[O:27])[C:20]=2[CH:21]2[CH2:22][CH2:23][CH2:24][CH2:25][CH2:26]2)=[CH:13][CH:14]=1)[C:2]1[CH:7]=[CH:6][CH:5]=[CH:4][CH:3]=1. The yield is 0.140. (2) The product is [F:31][C:28]1[CH:29]=[CH:30][C:25]([C:14]2[C:15]3[CH:22]=[CH:21][C:20]([O:23][CH3:24])=[CH:19][C:16]=3[S:17](=[O:18])[C:13]=2[O:11][C:8]2[CH:9]=[CH:10][C:5]([O:4][CH3:3])=[CH:6][CH:7]=2)=[CH:26][CH:27]=1. The catalyst is CN(C=O)C.O. The yield is 0.890. The reactants are [H-].[Na+].[CH3:3][O:4][C:5]1[CH:10]=[CH:9][C:8]([OH:11])=[CH:7][CH:6]=1.Br[C:13]1[S:17](=[O:18])[C:16]2[CH:19]=[C:20]([O:23][CH3:24])[CH:21]=[CH:22][C:15]=2[C:14]=1[C:25]1[CH:30]=[CH:29][C:28]([F:31])=[CH:27][CH:26]=1.C(OCC)(=O)C. (3) The reactants are [CH3:1][C:2]1[CH:3]=[CH:4][C:5]([NH:21][C:22]([C:24]2[CH:25]=[CH:26][C:27]([CH2:30][N:31]3[CH2:36][CH2:35][N:34]([CH3:37])[CH2:33][CH2:32]3)=[CH:28][CH:29]=2)=[O:23])=[CH:6][C:7]=1[NH:8][C:9]1[N:10]=[CH:11][CH:12]=[C:13]([C:15]2[CH:16]=[CH:17][CH:18]=[N:19][CH:20]=2)[N:14]=1.[Cl:38][CH:39]([Cl:43])[C:40]([OH:42])=[O:41]. The catalyst is CO. The product is [CH3:1][C:2]1[CH:3]=[CH:4][C:5]([NH:21][C:22]([C:24]2[CH:29]=[CH:28][C:27]([CH2:30][N:31]3[CH2:32][CH2:33][N:34]([CH3:37])[CH2:35][CH2:36]3)=[CH:26][CH:25]=2)=[O:23])=[CH:6][C:7]=1[NH:8][C:9]1[N:10]=[CH:11][CH:12]=[C:13]([C:15]2[CH:16]=[CH:17][CH:18]=[N:19][CH:20]=2)[N:14]=1.[Cl:38][CH:39]([Cl:43])[C:40]([O-:42])=[O:41]. The yield is 0.983. (4) The reactants are [I:1][C:2]1[CH:3]=[C:4]2[C:9](=[CH:10][CH:11]=1)[C:8](=[O:12])[NH:7][C:6](=[O:13])/[C:5]/2=[CH:14]\[NH:15][C:16]1[CH:21]=[CH:20][C:19]([N:22]2[CH2:27][CH2:26][NH:25][CH2:24][CH2:23]2)=[CH:18][CH:17]=1.C(O[BH-](OC(=O)C)OC(=O)C)(=O)C.[Na+].[CH:42]1([CH:45]=O)[CH2:44][CH2:43]1.C(O)(=O)C.C(=O)(O)[O-].[Na+]. The catalyst is CN1CCCC1=O.C(Cl)Cl. The product is [CH:42]1([CH2:45][N:25]2[CH2:24][CH2:23][N:22]([C:19]3[CH:18]=[CH:17][C:16]([NH:15]/[CH:14]=[C:5]4\[C:6](=[O:13])[NH:7][C:8](=[O:12])[C:9]5[C:4]\4=[CH:3][C:2]([I:1])=[CH:11][CH:10]=5)=[CH:21][CH:20]=3)[CH2:27][CH2:26]2)[CH2:44][CH2:43]1. The yield is 0.830. (5) The reactants are [CH2:1]([O:3][C:4](=[O:16])[CH2:5][C:6]1[C:11]([C:12]([F:15])([F:14])[F:13])=[CH:10][CH:9]=[CH:8][N:7]=1)[CH3:2].Br[CH:18]([CH2:21][CH2:22][O:23][CH3:24])[CH:19]=O.C(=O)(O)[O-].[Na+]. The catalyst is ClCCl. The product is [CH2:1]([O:3][C:4]([C:5]1[CH:19]=[C:18]([CH2:21][CH2:22][O:23][CH3:24])[N:7]2[C:6]=1[C:11]([C:12]([F:13])([F:14])[F:15])=[CH:10][CH:9]=[CH:8]2)=[O:16])[CH3:2]. The yield is 0.549. (6) The reactants are CC1(C)C2C=CC=C(P(C3C=CC=CC=3)C3C=CC=CC=3)C=2OC2C1=CC=CC=2P(C1C=CC=CC=1)C1C=CC=CC=1.COC1C=CC(C[N:50]2[C:58]3[CH:57]=[C:56](Br)[N:55]=[CH:54][C:53]=3[N:52]=[CH:51]2)=CC=1.[NH2:62][C:63]1[N:64]=[C:65]([O:71][CH:72]([CH3:77])[CH2:73][N:74]([CH3:76])[CH3:75])[C:66]([C:69]#[N:70])=[N:67][CH:68]=1.CN(C=O)C.C(=O)([O-])[O-].[Cs+].[Cs+].CC1C=CC(S(O)(=O)=O)=CC=1. The catalyst is C1(C)C=CC=CC=1.C1C=CC(/C=C/C(/C=C/C2C=CC=CC=2)=O)=CC=1.C1C=CC(/C=C/C(/C=C/C2C=CC=CC=2)=O)=CC=1.C1C=CC(/C=C/C(/C=C/C2C=CC=CC=2)=O)=CC=1.[Pd].[Pd]. The product is [N:50]1[C:58]2[CH:57]=[C:56]([NH:62][C:63]3[N:64]=[C:65]([O:71][CH:72]([CH3:77])[CH2:73][N:74]([CH3:76])[CH3:75])[C:66]([C:69]#[N:70])=[N:67][CH:68]=3)[N:55]=[CH:54][C:53]=2[NH:52][CH:51]=1. The yield is 0.200.